Dataset: Peptide-MHC class II binding affinity with 134,281 pairs from IEDB. Task: Regression. Given a peptide amino acid sequence and an MHC pseudo amino acid sequence, predict their binding affinity value. This is MHC class II binding data. (1) The peptide sequence is IGHLLRGRNHFIYIV. The MHC is DRB1_1302 with pseudo-sequence DRB1_1302. The binding affinity (normalized) is 1.00. (2) The peptide sequence is RRTGNIQIRLPWYSY. The MHC is DRB1_1501 with pseudo-sequence DRB1_1501. The binding affinity (normalized) is 0.379.